Predict which catalyst facilitates the given reaction. From a dataset of Catalyst prediction with 721,799 reactions and 888 catalyst types from USPTO. (1) Reactant: [CH3:1][O:2][C:3]1[CH:14]=[CH:13][C:6]2[C:7](=[O:12])[NH:8][S:9](=[O:11])(=[O:10])[C:5]=2[CH:4]=1.[H-].[Na+].Cl[CH2:18][C:19](=[O:21])[CH3:20]. Product: [CH3:1][O:2][C:3]1[CH:14]=[CH:13][C:6]2[C:7](=[O:12])[N:8]([CH2:18][C:19](=[O:21])[CH3:20])[S:9](=[O:11])(=[O:10])[C:5]=2[CH:4]=1. The catalyst class is: 9. (2) Reactant: C(N(CC)C(C)C)(C)C.[Br:10][C:11]1[N:16]=[CH:15][C:14]([C@H:17]([NH2:19])[CH3:18])=[CH:13][CH:12]=1.[F:20][C:21]1[CH:22]=[C:23]([C@@H:28]([NH:30][C:31]([C:33]2[C:38](F)=[N:37][CH:36]=[C:35]([C:40]#[N:41])[N:34]=2)=[O:32])[CH3:29])[CH:24]=[CH:25][C:26]=1[F:27].CS(C)=O. Product: [F:20][C:21]1[CH:22]=[C:23]([C@@H:28]([NH:30][C:31]([C:33]2[C:38]([NH:19][C@@H:17]([C:14]3[CH:15]=[N:16][C:11]([Br:10])=[CH:12][CH:13]=3)[CH3:18])=[N:37][CH:36]=[C:35]([C:40]#[N:41])[N:34]=2)=[O:32])[CH3:29])[CH:24]=[CH:25][C:26]=1[F:27]. The catalyst class is: 413. (3) Reactant: [F:1][C:2]1[CH:3]=[C:4]2[C:10](I)=[CH:9][N:8]([Si:12]([CH:19]([CH3:21])[CH3:20])([CH:16]([CH3:18])[CH3:17])[CH:13]([CH3:15])[CH3:14])[C:5]2=[N:6][CH:7]=1.C([Mg]Cl)(C)C.[Cl:27][C:28]1[CH:29]=[C:30]([CH:41]=[CH:42][CH:43]=1)[CH2:31][NH:32][C:33]1[CH:34]=[C:35]([CH:39]=[O:40])[N:36]([CH3:38])[N:37]=1. Product: [Cl:27][C:28]1[CH:29]=[C:30]([CH:41]=[CH:42][CH:43]=1)[CH2:31][NH:32][C:33]1[CH:34]=[C:35]([CH:39]([C:10]2[C:4]3[C:5](=[N:6][CH:7]=[C:2]([F:1])[CH:3]=3)[N:8]([Si:12]([CH:19]([CH3:21])[CH3:20])([CH:16]([CH3:18])[CH3:17])[CH:13]([CH3:15])[CH3:14])[CH:9]=2)[OH:40])[N:36]([CH3:38])[N:37]=1. The catalyst class is: 7. (4) Reactant: [Cl:1][C:2]1[CH:3]=[N:4][CH:5]=[C:6]([OH:10])[C:7]=1[CH:8]=O.[F:11][C:12]1[CH:17]=[CH:16][C:15]([NH2:18])=[CH:14][C:13]=1[Cl:19]. Product: [Cl:1][C:2]1[C:7]([CH:8]=[N:18][C:15]2[CH:16]=[CH:17][C:12]([F:11])=[C:13]([Cl:19])[CH:14]=2)=[C:6]([OH:10])[CH:5]=[N:4][CH:3]=1. The catalyst class is: 23.